Task: Predict the reactants needed to synthesize the given product.. Dataset: Full USPTO retrosynthesis dataset with 1.9M reactions from patents (1976-2016) (1) Given the product [C:11]([CH2:12][CH2:13][CH2:14][CH2:15][CH2:1][NH:2][C:3]1([C:8]#[N:9])[CH2:7][CH2:6][CH2:5][CH2:4]1)#[N:10], predict the reactants needed to synthesize it. The reactants are: [CH3:1][NH:2][C:3]1([C:8]#[N:9])[CH2:7][CH2:6][CH2:5][CH2:4]1.[NH2:10][CH2:11][CH2:12][CH2:13][CH2:14][CH2:15]C#N. (2) Given the product [CH3:12][O:11][C:6]1[CH:7]=[CH:8][C:9]([NH:13][CH2:14][C@@H:15]2[CH2:19][CH2:18][N:17]([C:20]([O:22][C:23]([CH3:26])([CH3:25])[CH3:24])=[O:21])[CH2:16]2)=[C:4]([N+:1]([O-:3])=[O:2])[CH:5]=1, predict the reactants needed to synthesize it. The reactants are: [N+:1]([C:4]1[CH:5]=[C:6]([O:11][CH3:12])[CH:7]=[CH:8][C:9]=1Br)([O-:3])=[O:2].[NH2:13][CH2:14][C@@H:15]1[CH2:19][CH2:18][N:17]([C:20]([O:22][C:23]([CH3:26])([CH3:25])[CH3:24])=[O:21])[CH2:16]1.C([O-])([O-])=O.[K+].[K+]. (3) Given the product [CH2:1]1[C:9]2[C:4](=[CH:5][C:6]([CH:10]([NH:12][CH2:21][C:18]3[CH:19]=[N:20][C:15]([C:14]([F:24])([F:13])[F:23])=[CH:16][CH:17]=3)[CH3:11])=[CH:7][CH:8]=2)[CH2:3][CH2:2]1, predict the reactants needed to synthesize it. The reactants are: [CH2:1]1[C:9]2[C:4](=[CH:5][C:6]([CH:10]([NH2:12])[CH3:11])=[CH:7][CH:8]=2)[CH2:3][CH2:2]1.[F:13][C:14]([F:24])([F:23])[C:15]1[N:20]=[CH:19][C:18]([CH:21]=O)=[CH:17][CH:16]=1.C(O[BH-](OC(=O)C)OC(=O)C)(=O)C.[Na+].C(O)(=O)C. (4) Given the product [CH2:21]([O:28][C:29]([CH:30]=[CH:31][C:32]1[CH:37]=[CH:36][C:35]([O:19][C:18]([C:6]2[CH:7]=[C:8]3[C:13](=[C:4]([CH:1]([CH3:3])[CH3:2])[CH:5]=2)[O:12][C:11]([CH3:14])([CH3:15])[CH2:10][C:9]3([CH3:17])[CH3:16])=[O:20])=[CH:34][CH:33]=1)=[O:39])[C:22]1[CH:23]=[CH:24][CH:25]=[CH:26][CH:27]=1, predict the reactants needed to synthesize it. The reactants are: [CH:1]([C:4]1[CH:5]=[C:6]([C:18]([OH:20])=[O:19])[CH:7]=[C:8]2[C:13]=1[O:12][C:11]([CH3:15])([CH3:14])[CH2:10][C:9]2([CH3:17])[CH3:16])([CH3:3])[CH3:2].[CH2:21]([O:28][C:29](=[O:39])[CH:30]=[CH:31][C:32]1[CH:37]=[CH:36][C:35](O)=[CH:34][CH:33]=1)[C:22]1[CH:27]=[CH:26][CH:25]=[CH:24][CH:23]=1.Cl.CN(C)CCCN=C=NCC.C(OCC)(=O)C.